This data is from Forward reaction prediction with 1.9M reactions from USPTO patents (1976-2016). The task is: Predict the product of the given reaction. (1) The product is: [Cl:1][C:2]1[CH:7]=[C:6]([O:8][C:9]2[CH:14]=[CH:13][C:12]([NH:15][C:25]([NH:24][C:20]3[CH:21]=[CH:22][CH:23]=[C:18]([C:17]([F:16])([F:27])[F:28])[CH:19]=3)=[O:26])=[CH:11][CH:10]=2)[CH:5]=[CH:4][N:3]=1. Given the reactants [Cl:1][C:2]1[CH:7]=[C:6]([O:8][C:9]2[CH:14]=[CH:13][C:12]([NH2:15])=[CH:11][CH:10]=2)[CH:5]=[CH:4][N:3]=1.[F:16][C:17]([F:28])([F:27])[C:18]1[CH:23]=[CH:22][CH:21]=[C:20]([N:24]=[C:25]=[O:26])[CH:19]=1, predict the reaction product. (2) Given the reactants Cl.Cl.[O:3]1[C:7]2[CH:8]=[CH:9][CH:10]=[C:11]([CH:12]3[CH2:17][CH2:16][N:15]([CH2:18][CH2:19][C@H:20]4[CH2:25][CH2:24][C@H:23]([NH2:26])[CH2:22][CH2:21]4)[CH2:14][CH2:13]3)[C:6]=2[CH2:5][CH2:4]1.[O:27]1[CH2:32][CH2:31][O:30][CH2:29][C@H:28]1[CH2:33][C:34](O)=[O:35], predict the reaction product. The product is: [O:3]1[C:7]2[CH:8]=[CH:9][CH:10]=[C:11]([CH:12]3[CH2:17][CH2:16][N:15]([CH2:18][CH2:19][C@H:20]4[CH2:21][CH2:22][C@H:23]([NH:26][C:34](=[O:35])[CH2:33][C@@H:28]5[CH2:29][O:30][CH2:31][CH2:32][O:27]5)[CH2:24][CH2:25]4)[CH2:14][CH2:13]3)[C:6]=2[CH2:5][CH2:4]1. (3) Given the reactants Cl[C:2]1[CH:3]=[CH:4][C:5]([N+:10]([O-:12])=[O:11])=[C:6]([NH:8][CH3:9])[CH:7]=1.[NH2:13][C:14]1[C:19]([CH3:20])=[CH:18][C:17]([OH:21])=[CH:16][C:15]=1[CH3:22].CC(C)([O-])C.[K+].O, predict the reaction product. The product is: [NH2:13][C:14]1[C:19]([CH3:20])=[CH:18][C:17]([O:21][C:2]2[CH:3]=[CH:4][C:5]([N+:10]([O-:12])=[O:11])=[C:6]([NH:8][CH3:9])[CH:7]=2)=[CH:16][C:15]=1[CH3:22]. (4) The product is: [F:1][C:2]1[CH:32]=[C:31]([F:33])[CH:30]=[CH:29][C:3]=1[CH2:4][N:5]1[C:10](=[O:11])[CH:9]=[CH:8][C:7]([CH2:12][C:13]2[C:21]3[C:16](=[CH:17][CH:18]=[C:19]([F:22])[CH:20]=3)[N:15]([CH2:23][C:24]([OH:26])=[O:25])[C:14]=2[CH3:28])=[CH:6]1. Given the reactants [F:1][C:2]1[CH:32]=[C:31]([F:33])[CH:30]=[CH:29][C:3]=1[CH2:4][N:5]1[C:10](=[O:11])[CH:9]=[CH:8][C:7]([CH2:12][C:13]2[C:21]3[C:16](=[CH:17][CH:18]=[C:19]([F:22])[CH:20]=3)[N:15]([CH2:23][C:24]([O:26]C)=[O:25])[C:14]=2[CH3:28])=[CH:6]1.O.[OH-].[Li+].Cl, predict the reaction product. (5) Given the reactants CC(C)([O-])C.[K+].[N:7]1([CH2:12][C:13]([C:15]2[S:16][CH:17]=[CH:18][N:19]=2)=O)[CH:11]=[CH:10][N:9]=[CH:8]1.[Br-].[CH3:21][O:22][C:23]([C:25]1[CH:26]=[C:27]([CH:48]=[C:49]([C:51]2[CH:56]=[CH:55][CH:54]=[CH:53][CH:52]=2)[CH:50]=1)[CH2:28][P+](C1C=CC=CC=1)(C1C=CC=CC=1)C1C=CC=CC=1)=[O:24].C1OCCOCCOCCOCCOCCOC1.[Cl-].[NH4+], predict the reaction product. The product is: [S:16]1[CH:17]=[CH:18][N:19]=[C:15]1[C:13]([CH2:12][N:7]1[CH:11]=[CH:10][N:9]=[CH:8]1)=[CH:28][C:27]1[CH:26]=[C:25]([CH:50]=[C:49]([C:51]2[CH:56]=[CH:55][CH:54]=[CH:53][CH:52]=2)[CH:48]=1)[C:23]([O:22][CH3:21])=[O:24]. (6) Given the reactants [Cl:1]N1C(=O)CCC1=O.[CH:9](=[N:16][OH:17])[C:10]1[CH:15]=[CH:14][CH:13]=[CH:12][CH:11]=1.O, predict the reaction product. The product is: [Cl:1][C:11]1[CH:12]=[CH:13][CH:14]=[CH:15][C:10]=1[CH:9]=[N:16][OH:17]. (7) Given the reactants CC1C=C(N2CCN(CCOC3C=CC=CC=3)C2=O)SC=1C(O)=O.[F:25][C:26]1[CH:47]=[CH:46][C:29]([CH2:30][N:31]2[CH2:35][CH2:34][N:33]([C:36]3[S:40][C:39]([C:41](O)=[O:42])=[C:38]([CH3:44])[CH:37]=3)[C:32]2=[O:45])=[CH:28][CH:27]=1.Cl.[NH2:49][CH2:50][C:51]1[O:55][C:54]([C:56]([O:58][CH2:59][CH3:60])=[O:57])=[CH:53][CH:52]=1, predict the reaction product. The product is: [F:25][C:26]1[CH:27]=[CH:28][C:29]([CH2:30][N:31]2[CH2:35][CH2:34][N:33]([C:36]3[S:40][C:39]([C:41]([NH:49][CH2:50][C:51]4[O:55][C:54]([C:56]([O:58][CH2:59][CH3:60])=[O:57])=[CH:53][CH:52]=4)=[O:42])=[C:38]([CH3:44])[CH:37]=3)[C:32]2=[O:45])=[CH:46][CH:47]=1. (8) Given the reactants [C:1]([N:4]1[CH2:9][CH2:8][CH:7]([CH2:10][C:11](Cl)=[O:12])[CH2:6][CH2:5]1)(=[O:3])[CH3:2].[Cl:14][C:15]1[CH:16]=[C:17]([C:22]2[CH:23]=[CH:24][C:25]([NH2:28])=[N:26][CH:27]=2)[CH:18]=[C:19]([Cl:21])[CH:20]=1, predict the reaction product. The product is: [C:1]([N:4]1[CH2:9][CH2:8][CH:7]([CH2:10][C:11]([NH:28][C:25]2[CH:24]=[CH:23][C:22]([C:17]3[CH:18]=[C:19]([Cl:21])[CH:20]=[C:15]([Cl:14])[CH:16]=3)=[CH:27][N:26]=2)=[O:12])[CH2:6][CH2:5]1)(=[O:3])[CH3:2]. (9) Given the reactants Cl[CH2:2][C:3]1[C:8](=[O:9])[CH:7]=[CH:6][N:5]([C:10]2[CH:11]=[N:12][N:13]([CH3:15])[CH:14]=2)[N:4]=1.[CH3:16][O:17][CH2:18][CH2:19][O:20][C:21]1[CH:22]=[N:23][C:24]([C:27]2[CH:32]=[CH:31][CH:30]=[C:29](B3OC(C)(C)C(C)(C)O3)[CH:28]=2)=[N:25][CH:26]=1.[O-]P([O-])([O-])=O.[K+].[K+].[K+], predict the reaction product. The product is: [CH3:16][O:17][CH2:18][CH2:19][O:20][C:21]1[CH:22]=[N:23][C:24]([C:27]2[CH:28]=[C:29]([CH:30]=[CH:31][CH:32]=2)[CH2:2][C:3]2[C:8](=[O:9])[CH:7]=[CH:6][N:5]([C:10]3[CH:11]=[N:12][N:13]([CH3:15])[CH:14]=3)[N:4]=2)=[N:25][CH:26]=1.